This data is from Full USPTO retrosynthesis dataset with 1.9M reactions from patents (1976-2016). The task is: Predict the reactants needed to synthesize the given product. Given the product [CH3:20][S:21]([O:11][CH2:10][C@H:9]([C@@H:6]1[CH:5]=[CH:4][CH2:8][O:7]1)[CH3:12])(=[O:23])=[O:22], predict the reactants needed to synthesize it. The reactants are: [Cl-].[NH4+].Br[C@H:4]1[CH2:8][O:7][C@@H:6]2[C@H:9]([CH3:12])[CH2:10][O:11][C@H:5]12.C(N(CC)CC)C.[CH3:20][S:21](Cl)(=[O:23])=[O:22].